Dataset: Peptide-MHC class I binding affinity with 185,985 pairs from IEDB/IMGT. Task: Regression. Given a peptide amino acid sequence and an MHC pseudo amino acid sequence, predict their binding affinity value. This is MHC class I binding data. The peptide sequence is FFNVEIPEF. The MHC is HLA-C05:01 with pseudo-sequence HLA-C05:01. The binding affinity (normalized) is 0.0847.